From a dataset of Forward reaction prediction with 1.9M reactions from USPTO patents (1976-2016). Predict the product of the given reaction. (1) The product is: [F:1][C:2]([F:30])([F:31])[C:3]1[CH:4]=[CH:5][C:6]([C:9]2[CH:14]=[CH:13][CH:12]=[CH:11][C:10]=2[C:15]([NH:17][C:18]2[CH:23]=[CH:22][C:21]([CH2:24][CH2:25][C:26]([O:28][CH3:29])=[O:27])=[CH:20][CH:19]=2)=[O:16])=[CH:7][CH:8]=1. Given the reactants [F:1][C:2]([F:31])([F:30])[C:3]1[CH:8]=[CH:7][C:6]([C:9]2[CH:14]=[CH:13][CH:12]=[CH:11][C:10]=2[C:15]([NH:17][C:18]2[CH:23]=[CH:22][C:21](/[CH:24]=[CH:25]/[C:26]([O:28][CH3:29])=[O:27])=[CH:20][CH:19]=2)=[O:16])=[CH:5][CH:4]=1.[H][H], predict the reaction product. (2) Given the reactants [Br:1][C:2]1[CH:7]=[C:6]([C:8]([F:11])([F:10])[F:9])[CH:5]=[CH:4][C:3]=1[N:12]1[CH2:17][CH2:16][O:15][C:14]2[CH:18]=[C:19]([S:22]([O:25]C3C(F)=C(F)C(F)=C(F)C=3F)(=[O:24])=O)[CH:20]=[CH:21][C:13]1=2.ClC1C=C(C(F)(F)F)C=CC=1N1CCOC2C=C(S([NH:61][C:62]3[CH:67]=[CH:66][N:65]=[CH:64][N:63]=3)(=O)=O)C=CC1=2, predict the reaction product. The product is: [Br:1][C:2]1[CH:7]=[C:6]([C:8]([F:10])([F:9])[F:11])[CH:5]=[CH:4][C:3]=1[N:12]1[CH2:17][CH2:16][O:15][C:14]2[CH:18]=[C:19]([S:22]([NH:61][C:62]3[CH:67]=[CH:66][N:65]=[CH:64][N:63]=3)(=[O:25])=[O:24])[CH:20]=[CH:21][C:13]1=2. (3) Given the reactants [O:1]1[CH:5]=[CH:4][CH:3]=[C:2]1[C:6]1[C:11](I)=[C:10]([S:13][CH3:14])[N:9]=[C:8]([NH2:15])[N:7]=1.[C:16]1([C:22]#[CH:23])[CH:21]=[CH:20][CH:19]=[CH:18][CH:17]=1.C(N(CC)CC)C, predict the reaction product. The product is: [O:1]1[CH:5]=[CH:4][CH:3]=[C:2]1[C:6]1[C:11]([C:23]#[C:22][C:16]2[CH:21]=[CH:20][CH:19]=[CH:18][CH:17]=2)=[C:10]([S:13][CH3:14])[N:9]=[C:8]([NH2:15])[N:7]=1.